This data is from Forward reaction prediction with 1.9M reactions from USPTO patents (1976-2016). The task is: Predict the product of the given reaction. (1) Given the reactants [H-].[Na+].[F:3][C:4]([F:8])([F:7])[CH2:5][OH:6].[Br:9][C:10]1[CH:11]=[N:12][CH:13]=[C:14](Br)[CH:15]=1, predict the reaction product. The product is: [Br:9][C:10]1[CH:11]=[N:12][CH:13]=[C:14]([O:6][CH2:5][C:4]([F:8])([F:7])[F:3])[CH:15]=1. (2) Given the reactants [C:1]([P:5](Cl)[C:6]([CH3:9])([CH3:8])[CH3:7])([CH3:4])([CH3:3])[CH3:2].Br[C:12]1[C:21]2[C:16](=[CH:17][CH:18]=[CH:19][CH:20]=2)[CH:15]=[CH:14][CH:13]=1.[Mg].S(=O)(=O)(O)O, predict the reaction product. The product is: [C:1]([P:5]([C:6]([CH3:9])([CH3:8])[CH3:7])[C:20]1[C:21]2[C:16](=[CH:15][CH:14]=[CH:13][CH:12]=2)[CH:17]=[CH:18][CH:19]=1)([CH3:4])([CH3:3])[CH3:2]. (3) Given the reactants C[O:2][C:3](=[O:37])[CH2:4][C:5]1[CH:10]=[CH:9][C:8]([O:11][CH2:12][CH2:13][C:14]2[N:15]=[C:16]([NH:19][C:20]([NH:22][C:23]3[CH:28]=[CH:27][C:26]([CH3:29])=[CH:25][C:24]=3[C:30]([CH:32]3[CH2:36][CH2:35][CH2:34][CH2:33]3)=[O:31])=[O:21])[S:17][CH:18]=2)=[CH:7][CH:6]=1, predict the reaction product. The product is: [CH:32]1([C:30]([C:24]2[CH:25]=[C:26]([CH3:29])[CH:27]=[CH:28][C:23]=2[NH:22][C:20](=[O:21])[NH:19][C:16]2[S:17][CH:18]=[C:14]([CH2:13][CH2:12][O:11][C:8]3[CH:7]=[CH:6][C:5]([CH2:4][C:3]([OH:37])=[O:2])=[CH:10][CH:9]=3)[N:15]=2)=[O:31])[CH2:36][CH2:35][CH2:34][CH2:33]1.